Dataset: Full USPTO retrosynthesis dataset with 1.9M reactions from patents (1976-2016). Task: Predict the reactants needed to synthesize the given product. (1) Given the product [Cl:21][C:22]1[CH:27]=[CH:26][C:25]([S:28]([NH:7][C:8]2[CH:16]=[C:15]([O:17][CH3:18])[C:14]([O:19][CH3:20])=[CH:13][C:9]=2[C:10]([OH:12])=[O:11])(=[O:30])=[O:29])=[CH:24][CH:23]=1, predict the reactants needed to synthesize it. The reactants are: C(=O)([O-])[O-].[Na+].[Na+].[NH2:7][C:8]1[CH:16]=[C:15]([O:17][CH3:18])[C:14]([O:19][CH3:20])=[CH:13][C:9]=1[C:10]([OH:12])=[O:11].[Cl:21][C:22]1[CH:27]=[CH:26][C:25]([S:28](Cl)(=[O:30])=[O:29])=[CH:24][CH:23]=1. (2) The reactants are: [Cl:1][C:2]1[C:3]([C:11]([OH:13])=[O:12])=[CH:4][CH:5]=[C:6]2[C:10]=1[NH:9][CH:8]=[CH:7]2.[C:14]1(=O)[CH2:19][CH2:18][CH2:17][CH2:16][CH2:15]1.C[O-].[Na+]. Given the product [Cl:1][C:2]1[C:3]([C:11]([OH:13])=[O:12])=[CH:4][CH:5]=[C:6]2[C:10]=1[NH:9][CH:8]=[C:7]2[C:14]1[CH2:19][CH2:18][CH2:17][CH2:16][CH:15]=1, predict the reactants needed to synthesize it.